Task: Predict the product of the given reaction.. Dataset: Forward reaction prediction with 1.9M reactions from USPTO patents (1976-2016) (1) Given the reactants O.ON1C2C=CC=CC=2N=N1.Cl.CN(C)CCCN=C=NCC.[N:24]1([C:29]2[CH:37]=[CH:36][C:32]([C:33]([OH:35])=O)=[CH:31][CH:30]=2)[CH:28]=[CH:27][N:26]=[CH:25]1.[NH2:38][C:39]1[CH:40]=[CH:41][C:42]([O:45][C:46](=[O:55])[N:47]([CH3:54])[C:48]2[CH:53]=[CH:52][CH:51]=[CH:50][CH:49]=2)=[N:43][CH:44]=1.C(N(C(C)C)C(C)C)C, predict the reaction product. The product is: [N:24]1([C:29]2[CH:30]=[CH:31][C:32]([C:33]([NH:38][C:39]3[CH:40]=[CH:41][C:42]([O:45][C:46](=[O:55])[N:47]([CH3:54])[C:48]4[CH:53]=[CH:52][CH:51]=[CH:50][CH:49]=4)=[N:43][CH:44]=3)=[O:35])=[CH:36][CH:37]=2)[CH:28]=[CH:27][N:26]=[CH:25]1. (2) Given the reactants [CH3:1][C:2]1[CH:7]=[C:6]([CH3:8])[CH:5]=[CH:4][C:3]=1[C@H:9]([C:11]1[CH:16]=[CH:15][CH:14]=[CH:13][CH:12]=1)[NH2:10].[C:17]([C:25]1[O:33][C:32]2[C:27](=[N:28][C:29]([CH2:34][C:35](O)=[O:36])=[CH:30][CH:31]=2)[CH:26]=1)(=[O:24])[C:18]1[CH:23]=[CH:22][N:21]=[CH:20][CH:19]=1, predict the reaction product. The product is: [CH3:1][C:2]1[CH:7]=[C:6]([CH3:8])[CH:5]=[CH:4][C:3]=1[C@H:9]([C:11]1[CH:16]=[CH:15][CH:14]=[CH:13][CH:12]=1)[NH:10][C:35](=[O:36])[CH2:34][C:29]1[N:28]=[C:27]2[CH:26]=[C:25]([C:17](=[O:24])[C:18]3[CH:19]=[CH:20][N:21]=[CH:22][CH:23]=3)[O:33][C:32]2=[CH:31][CH:30]=1. (3) Given the reactants F[C:2]1[C:7]([C:8]2[CH:13]=[CH:12][N:11]=[C:10]([CH3:14])[CH:9]=2)=[CH:6][CH:5]=[CH:4][N:3]=1.[NH:15]1[C:19]2[CH:20]=[CH:21][CH:22]=[CH:23][C:18]=2[N:17]=[C:16]1[CH2:24][C:25]1[CH:30]=[CH:29][C:28]([OH:31])=[CH:27][CH:26]=1.C(=O)([O-])[O-].[Cs+].[Cs+], predict the reaction product. The product is: [CH3:14][C:10]1[CH:9]=[C:8]([C:7]2[C:2]([O:31][C:28]3[CH:29]=[CH:30][C:25]([CH2:24][C:16]4[NH:15][C:19]5[CH:20]=[CH:21][CH:22]=[CH:23][C:18]=5[N:17]=4)=[CH:26][CH:27]=3)=[N:3][CH:4]=[CH:5][CH:6]=2)[CH:13]=[CH:12][N:11]=1.